Predict which catalyst facilitates the given reaction. From a dataset of Catalyst prediction with 721,799 reactions and 888 catalyst types from USPTO. (1) Reactant: [H-].[H-].[H-].[H-].[Li+].[Al+3].[CH3:7][Si:8]([CH3:17])([CH3:16])[CH:9]1[CH2:14][CH2:13][C:12](=[O:15])[CH2:11][CH2:10]1. Product: [CH3:7][Si:8]([CH3:17])([CH3:16])[C@H:9]1[CH2:14][CH2:13][C@H:12]([OH:15])[CH2:11][CH2:10]1. The catalyst class is: 28. (2) Reactant: O.[O:2]=[C:3]1[O:9][C@H:8]([C@H:10]([CH2:12][OH:13])[OH:11])[C:6]([OH:7])=[C:4]1[OH:5].C(=O)([O-])O.[Na+].[CH2:19]1[O:21][CH:20]1[CH2:22][OH:23]. Product: [CH2:19]([O:7][C:6]1[C@@H:8]([C@H:10]([CH2:12][OH:13])[OH:11])[O:9][C:3](=[O:2])[C:4]=1[OH:5])[CH:20]([CH2:22][OH:23])[OH:21]. The catalyst class is: 5.